From a dataset of Full USPTO retrosynthesis dataset with 1.9M reactions from patents (1976-2016). Predict the reactants needed to synthesize the given product. Given the product [NH2:8][C:6]1[N:7]=[C:2]([C:21]2[CH:22]=[CH:23][C:18]([C:16]#[N:17])=[C:19]([F:27])[CH:20]=2)[CH:3]=[C:4]([NH:9][CH:10]2[CH2:15][CH2:14][CH2:13][CH2:12][CH2:11]2)[N:5]=1, predict the reactants needed to synthesize it. The reactants are: Cl[C:2]1[N:7]=[C:6]([NH2:8])[N:5]=[C:4]([NH:9][CH:10]2[CH2:15][CH2:14][CH2:13][CH2:12][CH2:11]2)[CH:3]=1.[C:16]([C:18]1[CH:23]=[CH:22][C:21](B(O)O)=[CH:20][C:19]=1[F:27])#[N:17].C([O-])(O)=O.[Na+].